Dataset: Full USPTO retrosynthesis dataset with 1.9M reactions from patents (1976-2016). Task: Predict the reactants needed to synthesize the given product. (1) Given the product [ClH:26].[ClH:21].[CH3:22][N:23]([CH3:27])[CH2:24][CH2:25][N:12]1[C:13]2=[N:14][CH:15]=[CH:16][CH:17]=[C:18]2[C:10]([S:7]([C:1]2[CH:2]=[CH:3][CH:4]=[CH:5][CH:6]=2)(=[O:8])=[O:9])=[CH:11]1, predict the reactants needed to synthesize it. The reactants are: [C:1]1([S:7]([C:10]2[C:18]3[C:13](=[N:14][CH:15]=[CH:16][CH:17]=3)[NH:12][CH:11]=2)(=[O:9])=[O:8])[CH:6]=[CH:5][CH:4]=[CH:3][CH:2]=1.[H-].[Na+].[ClH:21].[CH3:22][N:23]([CH3:27])[CH2:24][CH2:25][Cl:26]. (2) Given the product [C:4]([O:3][C:1]([N:8]1[CH2:12][CH2:11][CH:10]([C:13]([N:16]2[CH2:21][CH2:20][O:19][CH2:18][CH2:17]2)=[O:15])[CH2:9]1)=[O:2])([CH3:5])([CH3:6])[CH3:7], predict the reactants needed to synthesize it. The reactants are: [C:1]([N:8]1[CH2:12][CH2:11][CH:10]([C:13]([OH:15])=O)[CH2:9]1)([O:3][C:4]([CH3:7])([CH3:6])[CH3:5])=[O:2].[NH:16]1[CH2:21][CH2:20][O:19][CH2:18][CH2:17]1. (3) Given the product [C:1]([O:5][C:6](=[O:20])[CH2:7][O:8][C:9]1[CH:14]=[CH:13][C:12]([S:15][CH2:16][CH2:17][CH2:32][C:31]#[C:30][C:27]2[CH:26]=[CH:25][C:24]([O:23][C:22]([F:21])([F:40])[F:41])=[CH:29][CH:28]=2)=[CH:11][C:10]=1[CH3:19])([CH3:4])([CH3:3])[CH3:2], predict the reactants needed to synthesize it. The reactants are: [C:1]([O:5][C:6](=[O:20])[CH2:7][O:8][C:9]1[CH:14]=[CH:13][C:12]([S:15][C:16](=O)[CH3:17])=[CH:11][C:10]=1[CH3:19])([CH3:4])([CH3:3])[CH3:2].[F:21][C:22]([F:41])([F:40])[O:23][C:24]1[CH:29]=[CH:28][C:27]([C:30]#[C:31][CH2:32]CCOS(C)(=O)=O)=[CH:26][CH:25]=1. (4) Given the product [OH:31][CH:30]([C:6]1[N:2]([CH3:1])[CH:3]=[N:4][CH:5]=1)[C:29]1[CH:32]=[CH:33][C:26]([C:24]#[N:25])=[CH:27][CH:28]=1, predict the reactants needed to synthesize it. The reactants are: [CH3:1][N:2]1[CH:6]=[CH:5][N:4]=[C:3]1[Si](CC)(CC)CC.C([Li])(C)(C)C.CCCCC.[C:24]([C:26]1[CH:33]=[CH:32][C:29]([CH:30]=[O:31])=[CH:28][CH:27]=1)#[N:25]. (5) Given the product [Cl:1][C:2]1[CH:10]=[C:9]2[C:5]([C:6]([C:11]([N:13]3[CH2:18][CH2:17][C:16]4([C:22]5[CH:23]=[CH:24][CH:25]=[CH:26][C:21]=5[CH2:20][O:19]4)[CH2:15][CH2:14]3)=[O:12])=[CH:7][N:8]2[CH2:33][C:28]2[CH:29]=[CH:30][CH:31]=[CH:32][N:27]=2)=[CH:4][CH:3]=1, predict the reactants needed to synthesize it. The reactants are: [Cl:1][C:2]1[CH:10]=[C:9]2[C:5]([C:6]([C:11]([N:13]3[CH2:18][CH2:17][C:16]4([C:22]5[CH:23]=[CH:24][CH:25]=[CH:26][C:21]=5[CH2:20][O:19]4)[CH2:15][CH2:14]3)=[O:12])=[CH:7][NH:8]2)=[CH:4][CH:3]=1.[N:27]1[CH:32]=[CH:31][CH:30]=[CH:29][C:28]=1[CH2:33]OS(C)(=O)=O. (6) Given the product [CH3:11][S:10][C:5]1[CH:6]=[CH:7][CH:8]=[CH:9][C:4]=1[CH2:3][OH:2], predict the reactants needed to synthesize it. The reactants are: C[O:2][C:3](=O)[C:4]1[CH:9]=[CH:8][CH:7]=[CH:6][C:5]=1[S:10][CH3:11].[H-].C([Al+]CC(C)C)C(C)C.CC(O)C.C(C(C(C([O-])=O)O)O)([O-])=O.[Na+].[K+].